Dataset: Catalyst prediction with 721,799 reactions and 888 catalyst types from USPTO. Task: Predict which catalyst facilitates the given reaction. (1) Reactant: C[O:2][C:3]([C:5]1([N:19]([S:21]([C:24]2[CH:29]=[CH:28][C:27]([C:30]3[CH:35]=[CH:34][C:33]([O:36][CH3:37])=[CH:32][CH:31]=3)=[CH:26][CH:25]=2)(=[O:23])=[O:22])[CH3:20])[CH2:10][CH2:9][N:8]([C:11]([N:13]2[CH2:18][CH2:17][O:16][CH2:15][CH2:14]2)=[O:12])[CH2:7][CH2:6]1)=[O:4].COC(C1(NS(C2C=CC(C3C=CC(OC)=CC=3)=CC=2)(=O)=O)CCN(C(N2CCOCC2)=O)CC1)=O.C(=O)([O-])[O-].[Cs+].[Cs+].IC. Product: [CH3:37][O:36][C:33]1[CH:34]=[CH:35][C:30]([C:27]2[CH:28]=[CH:29][C:24]([S:21]([N:19]([CH3:20])[C:5]3([C:3]([OH:4])=[O:2])[CH2:10][CH2:9][N:8]([C:11]([N:13]4[CH2:14][CH2:15][O:16][CH2:17][CH2:18]4)=[O:12])[CH2:7][CH2:6]3)(=[O:23])=[O:22])=[CH:25][CH:26]=2)=[CH:31][CH:32]=1. The catalyst class is: 39. (2) Reactant: Br[C:2]1[CH:7]=[CH:6][N:5]2[N:8]=[CH:9][C:10]([C:11]([O:13][CH2:14][CH3:15])=[O:12])=[C:4]2[CH:3]=1.CC1(C)C2C(=C(P(C3C=CC=CC=3)C3C=CC=CC=3)C=CC=2)OC2C(P(C3C=CC=CC=3)C3C=CC=CC=3)=CC=CC1=2.C(=O)([O-])[O-].[Cs+].[Cs+].[F:64][C@@H:65]1[CH2:69][NH:68][C@@H:67]([C:70]2[CH:75]=[CH:74][CH:73]=[C:72]([F:76])[CH:71]=2)[CH2:66]1. Product: [F:64][C@@H:65]1[CH2:69][N:68]([C:2]2[CH:7]=[CH:6][N:5]3[N:8]=[CH:9][C:10]([C:11]([O:13][CH2:14][CH3:15])=[O:12])=[C:4]3[CH:3]=2)[C@@H:67]([C:70]2[CH:75]=[CH:74][CH:73]=[C:72]([F:76])[CH:71]=2)[CH2:66]1. The catalyst class is: 102.